This data is from Catalyst prediction with 721,799 reactions and 888 catalyst types from USPTO. The task is: Predict which catalyst facilitates the given reaction. (1) Product: [CH2:17]([O:19][C:20](=[O:33])[CH:21]([O:22][CH2:23][CH3:24])[N:25]1[CH:30]=[CH:29][CH:28]=[C:27]([NH:31][C:1]2[CH:6]=[CH:5][CH:4]=[CH:3][CH:2]=2)[C:26]1=[O:32])[CH3:18]. Reactant: [C:1]1(B(O)O)[CH:6]=[CH:5][CH:4]=[CH:3][CH:2]=1.C(N(CC)CC)C.[CH2:17]([O:19][C:20](=[O:33])[CH:21]([N:25]1[CH:30]=[CH:29][CH:28]=[C:27]([NH2:31])[C:26]1=[O:32])[O:22][CH2:23][CH3:24])[CH3:18].CC1(C)N([O])C(C)(C)CCC1. The catalyst class is: 2. (2) Reactant: C(O[C:9]1[CH:14]=[CH:13][C:12]([N:15]2[C:19]([C:20]3[N:25]=[C:24]4[N:26]([CH:31]5[CH2:36][CH2:35][O:34][CH2:33][CH2:32]5)[N:27]=[C:28]([CH2:29][CH3:30])[C:23]4=[CH:22][CH:21]=3)=[CH:18][CH:17]=[N:16]2)=[CH:11][CH:10]=1)C1C=CC=CC=1.C([OH:39])C. Product: [CH2:29]([C:28]1[C:23]2[C:24](=[N:25][C:20]([C:19]3[N:15]([C:12]4[CH:13]=[C:14]([OH:39])[CH:9]=[CH:10][CH:11]=4)[N:16]=[CH:17][CH:18]=3)=[CH:21][CH:22]=2)[N:26]([CH:31]2[CH2:36][CH2:35][O:34][CH2:33][CH2:32]2)[N:27]=1)[CH3:30]. The catalyst class is: 45. (3) Reactant: [CH3:1][S:2](Cl)(=[O:4])=[O:3].[NH2:6][C:7]1[C:26]([Br:27])=[CH:25][C:10]2[C:11]([C:21]([O:23][CH3:24])=[O:22])=[C:12]([C:14]3[CH:19]=[CH:18][C:17]([F:20])=[CH:16][CH:15]=3)[O:13][C:9]=2[CH:8]=1.N1C=CC=CC=1. Product: [Br:27][C:26]1[C:7]([NH:6][S:2]([CH3:1])(=[O:4])=[O:3])=[CH:8][C:9]2[O:13][C:12]([C:14]3[CH:19]=[CH:18][C:17]([F:20])=[CH:16][CH:15]=3)=[C:11]([C:21]([O:23][CH3:24])=[O:22])[C:10]=2[CH:25]=1. The catalyst class is: 34.